From a dataset of Forward reaction prediction with 1.9M reactions from USPTO patents (1976-2016). Predict the product of the given reaction. (1) Given the reactants [C:1]([CH:3]1[C:6]2[CH:7]=[CH:8][C:9]([OH:11])=[CH:10][C:5]=2[CH2:4]1)#[N:2].[H-].[Na+].Br[CH2:15][CH:16]([O:20][CH2:21][CH3:22])[O:17][CH2:18][CH3:19], predict the reaction product. The product is: [C:1]([CH:3]1[C:6]2[CH:7]=[CH:8][C:9]([O:11][CH2:15][CH:16]([O:20][CH2:21][CH3:22])[O:17][CH2:18][CH3:19])=[CH:10][C:5]=2[CH2:4]1)#[N:2]. (2) Given the reactants Cl[C:2]1[C:7]([N:8]([CH3:13])[C:9](=[O:12])OC)=[CH:6][C:5]([F:14])=[CH:4][N:3]=1.[S:15]1[C:19]2[CH:20]=[CH:21][CH:22]=[CH:23][C:18]=2[N:17]=[C:16]1[NH:24][C@H:25]1[CH2:28][C@H:27]([NH2:29])[CH2:26]1.CC(C)([O-])C.[Na+], predict the reaction product. The product is: [S:15]1[C:19]2[CH:20]=[CH:21][CH:22]=[CH:23][C:18]=2[N:17]=[C:16]1[NH:24][C@H:25]1[CH2:26][C@H:27]([N:29]2[C:2]3=[N:3][CH:4]=[C:5]([F:14])[CH:6]=[C:7]3[N:8]([CH3:13])[C:9]2=[O:12])[CH2:28]1. (3) Given the reactants [O:1]1[CH2:5][CH2:4][CH:3]([OH:6])[CH2:2]1.C(N(CC)CC)C.[CH3:14][S:15](Cl)(=[O:17])=[O:16], predict the reaction product. The product is: [CH3:14][S:15]([O:6][CH:3]1[CH2:4][CH2:5][O:1][CH2:2]1)(=[O:17])=[O:16]. (4) Given the reactants C(OC([NH:8][CH:9]([C:55](=[O:68])[NH:56][CH2:57][CH:58]([OH:67])[CH:59]([OH:66])[CH:60]([OH:65])[CH:61]([OH:64])[CH2:62][OH:63])[CH2:10][CH2:11][CH2:12][CH2:13][NH:14][C:15]([CH:17]([NH:26][C:27](=[O:54])[C:28]([CH3:53])([CH3:52])[CH2:29][CH2:30][CH2:31][CH2:32][O:33][C:34]1[CH:39]=[C:38]([C:40]2[CH:45]=[CH:44][CH:43]=[CH:42][CH:41]=2)[CH:37]=[C:36]([C:46]2[CH:51]=[CH:50][CH:49]=[CH:48][CH:47]=2)[N:35]=1)[CH2:18][C:19]1[CH:24]=[CH:23][C:22]([OH:25])=[CH:21][CH:20]=1)=[O:16])=O)(C)(C)C.FC(F)(F)C(O)=O, predict the reaction product. The product is: [NH2:8][CH:9]([C:55](=[O:68])[NH:56][CH2:57][CH:58]([OH:67])[CH:59]([OH:66])[CH:60]([OH:65])[CH:61]([OH:64])[CH2:62][OH:63])[CH2:10][CH2:11][CH2:12][CH2:13][NH:14][C:15]([CH:17]([NH:26][C:27](=[O:54])[C:28]([CH3:53])([CH3:52])[CH2:29][CH2:30][CH2:31][CH2:32][O:33][C:34]1[CH:39]=[C:38]([C:40]2[CH:45]=[CH:44][CH:43]=[CH:42][CH:41]=2)[CH:37]=[C:36]([C:46]2[CH:47]=[CH:48][CH:49]=[CH:50][CH:51]=2)[N:35]=1)[CH2:18][C:19]1[CH:20]=[CH:21][C:22]([OH:25])=[CH:23][CH:24]=1)=[O:16]. (5) Given the reactants [H-].[H-].[H-].[H-].[Li+].[Al+3].[CH:7]([C:10]1[CH:15]=[CH:14][CH:13]=[C:12]([CH:16]([CH3:18])[CH3:17])[C:11]=1/[N:19]=[C:20](\[C:22]1[CH:27]=[CH:26][CH:25]=[C:24]([C:28]2[CH:33]=[CH:32][CH:31]=[CH:30][N:29]=2)[CH:23]=1)/[CH3:21])([CH3:9])[CH3:8].[O-]S([O-])(=O)=O.[Na+].[Na+], predict the reaction product. The product is: [CH:7]([C:10]1[CH:15]=[CH:14][CH:13]=[C:12]([CH:16]([CH3:18])[CH3:17])[C:11]=1[NH:19][CH:20]([C:22]1[CH:27]=[CH:26][CH:25]=[C:24]([C:28]2[CH:33]=[CH:32][CH:31]=[CH:30][N:29]=2)[CH:23]=1)[CH3:21])([CH3:8])[CH3:9]. (6) Given the reactants [C:1](=[O:8])([O:3][C:4]([CH3:7])([CH3:6])[CH3:5])[NH2:2].[OH-].[Na+].Cl[O:12]C(C)(C)C.CC[C@@H]1[C@@H]2C[C@H]([C@@H](OC3C4C(=CC=CC=4)C(O[C@@H](C4C=CN=C5C=4C=C(OC)C=C5)[C@@H]4N5C[C@H](CC)[C@@H](CC5)C4)=NN=3)C3C=CN=C4C=3C=C(OC)C=C4)N(CC2)C1.CC[C@H]1[C@H]2C[C@H]([C@H](OC3C4C(=CC=CC=4)C(O[C@H](C4C=CN=C5C=4C=C(OC)C=C5)[C@@H]4N5C[C@H](CC)[C@@H](CC5)C4)=NN=3)C3C=CN=C4C=3C=C(OC)C=C4)N(CC2)C1.[Br:133][C:134]1[CH:139]=[CH:138][CH:137]=[C:136](/[CH:140]=[CH:141]/[C:142]2[CH:147]=[CH:146][CH:145]=[CH:144][CH:143]=2)[N:135]=1, predict the reaction product. The product is: [Br:133][C:134]1[N:135]=[C:136]([C@@H:140]([NH:2][C:1](=[O:8])[O:3][C:4]([CH3:7])([CH3:6])[CH3:5])[C@H:141]([OH:12])[C:142]2[CH:143]=[CH:144][CH:145]=[CH:146][CH:147]=2)[CH:137]=[CH:138][CH:139]=1. (7) Given the reactants C1(B(O)O)C=CC=CC=1.[C:25]1([CH3:30])[CH:26]=[CH:27][CH:28]=[CH:29][C:24]=1P([C:24]1[CH:29]=[CH:28][CH:27]=[CH:26][C:25]=1[CH3:30])[C:24]1[CH:29]=[CH:28][CH:27]=[CH:26][C:25]=1[CH3:30].C(=O)([O-])[O-].[K+].[K+].BrC1[CH:44]=[CH:43][C:42]([N+:45]([O-:47])=[O:46])=[CH:41][C:40]=1[C:48]([F:51])([F:50])[F:49], predict the reaction product. The product is: [N+:45]([C:42]1[CH:43]=[CH:44][C:30]([C:25]2[CH:24]=[CH:29][CH:28]=[CH:27][CH:26]=2)=[C:40]([C:48]([F:49])([F:50])[F:51])[CH:41]=1)([O-:47])=[O:46].